From a dataset of Full USPTO retrosynthesis dataset with 1.9M reactions from patents (1976-2016). Predict the reactants needed to synthesize the given product. (1) Given the product [NH2:1][C:2]1[C:11]2[C:6](=[C:7]([C:22]3[CH:23]=[N:24][C:25]([O:26][CH3:27])=[C:20]([Cl:19])[CH:21]=3)[CH:8]=[CH:9][CH:10]=2)[N:5]=[N:4][C:3]=1[C:13]([NH:15][CH2:16][CH2:17][CH3:18])=[O:14], predict the reactants needed to synthesize it. The reactants are: [NH2:1][C:2]1[C:11]2[C:6](=[C:7](Br)[CH:8]=[CH:9][CH:10]=2)[N:5]=[N:4][C:3]=1[C:13]([NH:15][CH2:16][CH2:17][CH3:18])=[O:14].[Cl:19][C:20]1[CH:21]=[C:22](B(O)O)[CH:23]=[N:24][C:25]=1[O:26][CH3:27]. (2) Given the product [Cl:1][C:2]1[CH:3]=[CH:4][C:5]2[NH:11]/[C:10](=[N:37]\[NH2:38])/[CH:9]([CH2:13][C:14]3[O:15][C:16]([CH2:19][CH2:20][C:21]([O:23][CH3:24])=[O:22])=[CH:17][N:18]=3)[CH2:8][CH:7]([C:25]3[CH:30]=[CH:29][CH:28]=[C:27]([O:31][CH3:32])[C:26]=3[O:33][CH3:34])[C:6]=2[CH:35]=1, predict the reactants needed to synthesize it. The reactants are: [Cl:1][C:2]1[CH:3]=[CH:4][C:5]2[NH:11][C:10](=S)[CH:9]([CH2:13][C:14]3[O:15][C:16]([CH2:19][CH2:20][C:21]([O:23][CH3:24])=[O:22])=[CH:17][N:18]=3)[CH2:8][CH:7]([C:25]3[CH:30]=[CH:29][CH:28]=[C:27]([O:31][CH3:32])[C:26]=3[O:33][CH3:34])[C:6]=2[CH:35]=1.O.[NH2:37][NH2:38].